From a dataset of NCI-60 drug combinations with 297,098 pairs across 59 cell lines. Regression. Given two drug SMILES strings and cell line genomic features, predict the synergy score measuring deviation from expected non-interaction effect. (1) Drug 1: C1=C(C(=O)NC(=O)N1)N(CCCl)CCCl. Drug 2: CCC1(CC2CC(C3=C(CCN(C2)C1)C4=CC=CC=C4N3)(C5=C(C=C6C(=C5)C78CCN9C7C(C=CC9)(C(C(C8N6C=O)(C(=O)OC)O)OC(=O)C)CC)OC)C(=O)OC)O.OS(=O)(=O)O. Cell line: MOLT-4. Synergy scores: CSS=85.4, Synergy_ZIP=16.5, Synergy_Bliss=16.8, Synergy_Loewe=12.8, Synergy_HSA=16.6. (2) Drug 1: CC1C(C(CC(O1)OC2CC(CC3=C2C(=C4C(=C3O)C(=O)C5=C(C4=O)C(=CC=C5)OC)O)(C(=O)C)O)N)O.Cl. Drug 2: CC(C)NC(=O)C1=CC=C(C=C1)CNNC.Cl. Cell line: CCRF-CEM. Synergy scores: CSS=29.0, Synergy_ZIP=5.81, Synergy_Bliss=8.40, Synergy_Loewe=-39.3, Synergy_HSA=3.88.